From a dataset of Full USPTO retrosynthesis dataset with 1.9M reactions from patents (1976-2016). Predict the reactants needed to synthesize the given product. (1) The reactants are: [OH:1][C:2]1[CH:11]=[CH:10][C:5]([C:6]([NH:8][NH2:9])=[O:7])=[CH:4][CH:3]=1.[CH2:12]([C:14]1[O:18][C:17]([CH:19]=O)=[CH:16][CH:15]=1)[CH3:13]. Given the product [CH2:12]([C:14]1[O:18][C:17]([CH:19]=[N:9][NH:8][C:6](=[O:7])[C:5]2[CH:10]=[CH:11][C:2]([OH:1])=[CH:3][CH:4]=2)=[CH:16][CH:15]=1)[CH3:13], predict the reactants needed to synthesize it. (2) Given the product [F:1][CH2:2][CH2:3][N:4]1[CH:8]=[CH:7][C:6]([C:9]([OH:11])=[O:10])=[N:5]1, predict the reactants needed to synthesize it. The reactants are: [F:1][CH2:2][CH2:3][N:4]1[CH:8]=[CH:7][C:6]([C:9]([O:11]CC)=[O:10])=[N:5]1.[OH-].[Na+]. (3) The reactants are: [OH:1][C:2]1[CH:36]=[CH:35][C:5]([C:6]([CH2:8][NH:9][C:10]2[CH:15]=[C:14]([O:16][CH3:17])[CH:13]=[CH:12][C:11]=2[CH:18]2[CH2:27][CH2:26][C:25]3[CH:24]=[C:23]([O:28]C(=O)C(C)(C)C)[CH:22]=[CH:21][C:20]=3[CH2:19]2)=O)=[CH:4][CH:3]=1.[N:37]1([C:45](=O)[CH2:46]Cl)[CH2:44][CH2:43][CH2:42][CH2:41][CH2:40][CH2:39][CH2:38]1. Given the product [N:37]1([CH2:45][CH2:46][O:1][C:2]2[CH:36]=[CH:35][C:5]([CH2:6][CH2:8][NH:9][C:10]3[CH:15]=[C:14]([O:16][CH3:17])[CH:13]=[CH:12][C:11]=3[CH:18]3[CH2:27][CH2:26][C:25]4[CH:24]=[C:23]([OH:28])[CH:22]=[CH:21][C:20]=4[CH2:19]3)=[CH:4][CH:3]=2)[CH2:44][CH2:43][CH2:42][CH2:41][CH2:40][CH2:39][CH2:38]1, predict the reactants needed to synthesize it. (4) The reactants are: Cl.Cl.[F:3][C:4]1[CH:9]=[CH:8][C:7]([CH:10]([N:13]2[CH2:18][CH2:17][NH:16][CH2:15][CH2:14]2)[CH2:11][NH2:12])=[CH:6][CH:5]=1.[N:19]1[C:24]2[NH:25][CH2:26][CH2:27][CH2:28][C:23]=2[C:22](N2CCC(C(C3C=CC(C(F)(F)F)=CC=3)CN)CC2)=[N:21][CH:20]=1. Given the product [F:3][C:4]1[CH:9]=[CH:8][C:7]([CH:10]([N:13]2[CH2:14][CH2:15][N:16]([C:22]3[C:23]4[CH2:28][CH2:27][CH2:26][NH:25][C:24]=4[N:19]=[CH:20][N:21]=3)[CH2:17][CH2:18]2)[CH2:11][NH2:12])=[CH:6][CH:5]=1, predict the reactants needed to synthesize it.